From a dataset of Full USPTO retrosynthesis dataset with 1.9M reactions from patents (1976-2016). Predict the reactants needed to synthesize the given product. (1) Given the product [CH3:44][O:43][C:41]([C:37]1[CH:36]=[C:35]([C:28]2[N:27]=[C:26]([C:24]([C:21]3[CH:22]=[CH:23][C:14]([NH:13][C:5](=[O:11])[NH:48][CH2:45][CH2:46][CH3:47])=[C:15]([CH:20]=3)[C:16]([O:18][CH3:19])=[O:17])=[O:25])[N:30]3[CH:31]=[CH:32][CH:33]=[CH:34][C:29]=23)[CH:40]=[CH:39][CH:38]=1)=[O:42], predict the reactants needed to synthesize it. The reactants are: ClC(Cl)(O[C:5](=[O:11])OC(Cl)(Cl)Cl)Cl.[NH2:13][C:14]1[CH:23]=[CH:22][C:21]([C:24]([C:26]2[N:30]3[CH:31]=[CH:32][CH:33]=[CH:34][C:29]3=[C:28]([C:35]3[CH:40]=[CH:39][CH:38]=[C:37]([C:41]([O:43][CH3:44])=[O:42])[CH:36]=3)[N:27]=2)=[O:25])=[CH:20][C:15]=1[C:16]([O:18][CH3:19])=[O:17].[CH2:45]([NH2:48])[CH2:46][CH3:47].C(N(CC)CC)C. (2) Given the product [Cl:1][CH2:2][CH2:3][CH2:4][Si:5]([CH3:6])([CH:9]=[CH2:10])[CH:13]=[CH2:14], predict the reactants needed to synthesize it. The reactants are: [Cl:1][CH2:2][CH2:3][CH2:4][SiH2:5][CH:6](Cl)Cl.[CH:9]([Mg]Cl)=[CH2:10].[CH2:13]1COC[CH2:14]1. (3) Given the product [F:19][C:18]([F:21])([F:20])[C:15]1[CH:16]=[CH:17][C:12]([O:11][C:8]2[CH:9]=[CH:10][C:5]([O:4][C:2]([N:29]3[CH2:28][CH2:27][N:26]([CH2:25][C:24]4[C:32]([F:36])=[CH:33][CH:34]=[CH:35][C:23]=4[Cl:22])[CH2:31][CH2:30]3)=[O:3])=[CH:6][CH:7]=2)=[N:13][CH:14]=1, predict the reactants needed to synthesize it. The reactants are: Cl[C:2]([O:4][C:5]1[CH:10]=[CH:9][C:8]([O:11][C:12]2[CH:17]=[CH:16][C:15]([C:18]([F:21])([F:20])[F:19])=[CH:14][N:13]=2)=[CH:7][CH:6]=1)=[O:3].[Cl:22][C:23]1[CH:35]=[CH:34][CH:33]=[C:32]([F:36])[C:24]=1[CH2:25][N:26]1[CH2:31][CH2:30][NH:29][CH2:28][CH2:27]1.[K+].[Br-]. (4) Given the product [CH2:1]([O:8][C:9]1[CH:10]=[C:11]([CH:23]=[CH:24][C:25]=1[N:26]1[CH2:30][C:29](=[O:31])[NH:28][S:27]1(=[O:32])=[O:33])[CH2:12][C:13]1[CH:18]=[CH:17][CH:16]=[CH:15][C:14]=1[CH2:19][C:20]([NH:42][CH2:43][CH3:44])=[O:22])[C:2]1[CH:7]=[CH:6][CH:5]=[CH:4][CH:3]=1, predict the reactants needed to synthesize it. The reactants are: [CH2:1]([O:8][C:9]1[CH:10]=[C:11]([CH:23]=[CH:24][C:25]=1[N:26]1[CH2:30][C:29](=[O:31])[NH:28][S:27]1(=[O:33])=[O:32])[CH2:12][C:13]1[CH:18]=[CH:17][CH:16]=[CH:15][C:14]=1[CH2:19][C:20]([OH:22])=O)[C:2]1[CH:7]=[CH:6][CH:5]=[CH:4][CH:3]=1.CN(C(O[N:42]1N=N[C:44]2C=CC=N[C:43]1=2)=[N+](C)C)C.F[P-](F)(F)(F)(F)F.C(N(C(C)C)CC)(C)C.C(N)C.Cl.